Dataset: Full USPTO retrosynthesis dataset with 1.9M reactions from patents (1976-2016). Task: Predict the reactants needed to synthesize the given product. (1) Given the product [CH3:23][O:24][CH:25]1[CH2:30][CH2:29][N:28]([C:4]([C:3]2[CH:7]=[C:8]([CH:9]=[CH:10][CH:2]=2)[CH2:11][C:12]2[C:21]3[C:16](=[CH:17][CH:18]=[CH:19][CH:20]=3)[C:15](=[O:22])[NH:14][N:13]=2)=[O:6])[CH2:27][CH2:26]1, predict the reactants needed to synthesize it. The reactants are: F[C:2]1[CH:10]=[CH:9][C:8]([CH2:11][C:12]2[C:21]3[C:16](=[CH:17][CH:18]=[CH:19][CH:20]=3)[C:15](=[O:22])[NH:14][N:13]=2)=[CH:7][C:3]=1[C:4]([OH:6])=O.[CH3:23][O:24][CH:25]1[CH2:30][CH2:29][NH:28][CH2:27][CH2:26]1.C(N(CC)CC)C. (2) The reactants are: [Cl:1][C:2]1[C:3]([N+:26]([O-])=O)=[CH:4][C:5]([CH3:25])=[C:6]([CH:24]=1)[O:7][CH2:8][CH2:9][CH2:10][N:11]1[CH2:16][CH2:15][N:14]([C:17]([O:19][C:20]([CH3:23])([CH3:22])[CH3:21])=[O:18])[CH2:13][CH2:12]1.C([O-])=O.[NH4+].C1(C)C=CC=CC=1. Given the product [NH2:26][C:3]1[C:2]([Cl:1])=[CH:24][C:6]([O:7][CH2:8][CH2:9][CH2:10][N:11]2[CH2:16][CH2:15][N:14]([C:17]([O:19][C:20]([CH3:23])([CH3:21])[CH3:22])=[O:18])[CH2:13][CH2:12]2)=[C:5]([CH3:25])[CH:4]=1, predict the reactants needed to synthesize it. (3) Given the product [CH2:30]([O:29][NH:28][C:26]([CH:16]1[C:15]2[C:10](=[CH:11][CH:12]=[CH:13][CH:14]=2)[C:9](=[O:37])[N:8]([CH:3]2[CH2:4][CH2:5][CH2:6][CH2:7][CH:2]2[NH:1][C:39](=[O:38])[CH2:40][OH:41])[CH:17]1[C:18]1[CH:23]=[CH:22][C:21]([Cl:24])=[CH:20][C:19]=1[Cl:25])=[O:27])[C:31]1[CH:32]=[CH:33][CH:34]=[CH:35][CH:36]=1, predict the reactants needed to synthesize it. The reactants are: [NH2:1][CH:2]1[CH2:7][CH2:6][CH2:5][CH2:4][CH:3]1[N:8]1[CH:17]([C:18]2[CH:23]=[CH:22][C:21]([Cl:24])=[CH:20][C:19]=2[Cl:25])[CH:16]([C:26]([NH:28][O:29][CH2:30][C:31]2[CH:36]=[CH:35][CH:34]=[CH:33][CH:32]=2)=[O:27])[C:15]2[C:10](=[CH:11][CH:12]=[CH:13][CH:14]=2)[C:9]1=[O:37].[OH:38][CH2:39][C:40](O)=[O:41].CCN=C=NCCCN(C)C.C1C=CC2N(O)N=NC=2C=1. (4) Given the product [NH2:19][CH2:18][C@@H:17]([NH:16][C:14]1[S:15][C:11]([C:7]2[CH:6]=[C:5]3[C:10](=[CH:9][CH:8]=2)[CH:1]=[N:2][CH:3]=[CH:4]3)=[N:12][N:13]=1)[CH2:30][C:31]1[CH:36]=[CH:35][CH:34]=[C:33]([C:37]([F:39])([F:40])[F:38])[CH:32]=1, predict the reactants needed to synthesize it. The reactants are: [CH:1]1[C:10]2[C:5](=[CH:6][C:7]([C:11]3[S:15][C:14]([NH:16][C@@H:17]([CH2:30][C:31]4[CH:36]=[CH:35][CH:34]=[C:33]([C:37]([F:40])([F:39])[F:38])[CH:32]=4)[CH2:18][N:19]4C(=O)C5C=CC=CC=5C4=O)=[N:13][N:12]=3)=[CH:8][CH:9]=2)[CH:4]=[CH:3][N:2]=1.O=C1C2C=CC=CC=2C(=O)N1C[C@@H](NC(NNC(C1C=C2C(=CC=1)C=NC=C2)=O)=S)CC1C=CC=C(C(F)(F)F)C=1. (5) Given the product [CH2:1]([N:8]([S:29]([CH3:32])(=[O:30])=[O:31])[C:9]1[CH:10]=[C:11]([CH:25]=[C:26]([Cl:28])[CH:27]=1)[C:12]([NH:14][CH2:15][C:16]1[CH:21]=[CH:20][C:19]([C:22]#[N:23])=[CH:18][C:17]=1[O:24][CH2:34][C:35](=[O:36])[NH2:37])=[O:13])[C:2]1[CH:3]=[CH:4][CH:5]=[CH:6][CH:7]=1, predict the reactants needed to synthesize it. The reactants are: [CH2:1]([N:8]([S:29]([CH3:32])(=[O:31])=[O:30])[C:9]1[CH:10]=[C:11]([CH:25]=[C:26]([Cl:28])[CH:27]=1)[C:12]([NH:14][CH2:15][C:16]1[CH:21]=[CH:20][C:19]([C:22]#[N:23])=[CH:18][C:17]=1[OH:24])=[O:13])[C:2]1[CH:7]=[CH:6][CH:5]=[CH:4][CH:3]=1.I[CH2:34][C:35]([NH2:37])=[O:36]. (6) Given the product [C:1]([O:4][C@@H:5]1[C@H:9]([O:10][C:11](=[O:13])[CH3:12])[C@@H:8]([C:14]2[O:18][N:17]=[C:16]([C:19]([CH3:22])([CH3:21])[CH3:20])[CH:15]=2)[O:7][C@H:6]1[N:23]1[CH:31]=[N:30][C:29]2[C:24]1=[N:25][CH:26]=[N:27][C:28]=2[NH:32][CH:33]1[CH2:38][CH2:37][N:36]([S:40]([CH3:39])(=[O:42])=[O:41])[CH2:35][CH2:34]1)(=[O:3])[CH3:2], predict the reactants needed to synthesize it. The reactants are: [C:1]([O:4][C@@H:5]1[C@H:9]([O:10][C:11](=[O:13])[CH3:12])[C@@H:8]([C:14]2[O:18][N:17]=[C:16]([C:19]([CH3:22])([CH3:21])[CH3:20])[CH:15]=2)[O:7][C@H:6]1[N:23]1[CH:31]=[N:30][C:29]2[C:24]1=[N:25][CH:26]=[N:27][C:28]=2[NH:32][CH:33]1[CH2:38][CH2:37][NH:36][CH2:35][CH2:34]1)(=[O:3])[CH3:2].[CH3:39][S:40](Cl)(=[O:42])=[O:41].C(N(CC)CC)C. (7) Given the product [Br:21][C:12]1[S:11][C:10]([NH2:13])=[N:9][C:8]=1[CH2:7][CH:1]1[CH2:2][CH2:3][CH2:4][CH2:5][CH2:6]1, predict the reactants needed to synthesize it. The reactants are: [CH:1]1([CH2:7][C:8]2[N:9]=[C:10]([NH2:13])[S:11][CH:12]=2)[CH2:6][CH2:5][CH2:4][CH2:3][CH2:2]1.C1C(=O)N([Br:21])C(=O)C1. (8) Given the product [Cl:25][C:8]1[N:7]([CH2:12][C:13]([O:15][CH2:16][CH3:17])=[O:14])[C:6]2[C:5]([CH:18]([CH2:21][CH3:22])[CH2:19][CH3:20])=[CH:4][CH:3]=[C:2]([Cl:1])[C:10]=2[N:9]=1, predict the reactants needed to synthesize it. The reactants are: [Cl:1][C:2]1[C:10]2[NH:9][C:8](=O)[N:7]([CH2:12][C:13]([O:15][CH2:16][CH3:17])=[O:14])[C:6]=2[C:5]([CH:18]([CH2:21][CH3:22])[CH2:19][CH3:20])=[CH:4][CH:3]=1.P(Cl)(Cl)([Cl:25])=O.